Dataset: Forward reaction prediction with 1.9M reactions from USPTO patents (1976-2016). Task: Predict the product of the given reaction. (1) Given the reactants [NH2:1][C:2]1[CH:7]=[CH:6][C:5]([Cl:8])=[CH:4][C:3]=1[OH:9].C([O-])([O-])=O.[K+].[K+].[C:16]1([C:26]2[CH:31]=[CH:30][CH:29]=[CH:28][CH:27]=2)[CH:21]=[CH:20][C:19]([C:22](=O)[CH2:23]Br)=[CH:18][CH:17]=1, predict the reaction product. The product is: [C:16]1([C:26]2[CH:27]=[CH:28][CH:29]=[CH:30][CH:31]=2)[CH:17]=[CH:18][C:19]([C:22]2[CH2:23][O:9][C:3]3[CH:4]=[C:5]([Cl:8])[CH:6]=[CH:7][C:2]=3[N:1]=2)=[CH:20][CH:21]=1. (2) Given the reactants [F:1][C:2]([F:13])([F:12])[CH:3]1[CH2:8][CH2:7][CH:6]([C:9]([OH:11])=[O:10])[CH2:5][CH2:4]1.Cl.O.[CH3:16]O, predict the reaction product. The product is: [F:1][C:2]([F:12])([F:13])[CH:3]1[CH2:4][CH2:5][CH:6]([C:9]([O:11][CH3:16])=[O:10])[CH2:7][CH2:8]1. (3) Given the reactants [C:1]([O:5][C:6]([NH:8][C@@H:9]([CH2:14][CH2:15][CH2:16][N:17]([CH3:19])[CH3:18])[C:10]([O:12][CH3:13])=[O:11])=[O:7])([CH3:4])([CH3:3])[CH3:2].[I:20][CH3:21], predict the reaction product. The product is: [I-:20].[C:1]([O:5][C:6]([NH:8][C@H:9]([C:10]([O:12][CH3:13])=[O:11])[CH2:14][CH2:15][CH2:16][N+:17]([CH3:21])([CH3:19])[CH3:18])=[O:7])([CH3:4])([CH3:3])[CH3:2]. (4) Given the reactants [C:1]([C:5]1[CH:10]=[CH:9][C:8]([OH:11])=[C:7]([C:12]([CH3:17])([CH3:16])[CH2:13][CH2:14][OH:15])[CH:6]=1)([CH3:4])([CH3:3])[CH3:2].[CH2:18](Br)[C:19]1[CH:24]=[CH:23][CH:22]=[CH:21][CH:20]=1.C(=O)([O-])[O-].[K+].[K+], predict the reaction product. The product is: [CH2:18]([O:11][C:8]1[CH:9]=[CH:10][C:5]([C:1]([CH3:4])([CH3:2])[CH3:3])=[CH:6][C:7]=1[C:12]([CH3:17])([CH3:16])[CH2:13][CH2:14][OH:15])[C:19]1[CH:24]=[CH:23][CH:22]=[CH:21][CH:20]=1.